This data is from Reaction yield outcomes from USPTO patents with 853,638 reactions. The task is: Predict the reaction yield, written as a fraction of the theoretical maximum amount of product (1.0 means a 100% yield; for example, 0.34 means a 34% yield). (1) The reactants are C(O)(=[O:3])C.[O:5]1[C:14]2[C:9](=[CH:10][CH:11]=[CH:12][CH:13]=2)[CH:8]=[CH:7][CH2:6]1.[OH-].[Na+].Cl. The catalyst is C(O)C. The product is [O:5]1[C:14]2[C:9](=[CH:10][C:11]([OH:3])=[CH:12][CH:13]=2)[CH:8]=[CH:7][CH2:6]1. The yield is 0.980. (2) The reactants are Cl[C:2](=[CH2:5])[C:3]#[N:4].Cl.[CH:7]([NH:10][NH2:11])([CH3:9])[CH3:8].C(=O)([O-])[O-].[K+].[K+]. The catalyst is O. The product is [CH:7]([N:10]1[CH:5]=[CH:2][C:3]([NH2:4])=[N:11]1)([CH3:9])[CH3:8]. The yield is 0.580. (3) The reactants are O[Li].O.[C:4]([O:8][C:9]([NH:11][C@H:12]([CH2:17][C:18]1[CH:23]=[CH:22][C:21]([Cl:24])=[C:20]([F:25])[CH:19]=1)[C:13]([O:15]C)=[O:14])=[O:10])([CH3:7])([CH3:6])[CH3:5].C1COCC1. The catalyst is O. The product is [C:4]([O:8][C:9]([NH:11][C@H:12]([CH2:17][C:18]1[CH:23]=[CH:22][C:21]([Cl:24])=[C:20]([F:25])[CH:19]=1)[C:13]([OH:15])=[O:14])=[O:10])([CH3:7])([CH3:5])[CH3:6]. The yield is 0.831.